From a dataset of Full USPTO retrosynthesis dataset with 1.9M reactions from patents (1976-2016). Predict the reactants needed to synthesize the given product. (1) Given the product [F:1][C:2]1[CH:7]=[CH:6][C:5]([F:8])=[CH:4][C:3]=1[C:9]1[CH2:13][N:12]([C:14]([N:16]([CH3:27])[CH:17]2[CH2:18][CH2:19][N:20]([CH2:23][C:24]([O:26][CH3:37])=[O:25])[CH2:21][CH2:22]2)=[O:15])[C:11]([CH2:34][OH:35])([C:28]2[CH:33]=[CH:32][CH:31]=[CH:30][CH:29]=2)[CH:10]=1, predict the reactants needed to synthesize it. The reactants are: [F:1][C:2]1[CH:7]=[CH:6][C:5]([F:8])=[CH:4][C:3]=1[C:9]1[CH2:13][N:12]([C:14]([N:16]([CH3:27])[CH:17]2[CH2:22][CH2:21][N:20]([CH2:23][C:24]([OH:26])=[O:25])[CH2:19][CH2:18]2)=[O:15])[C:11]([CH2:34][OH:35])([C:28]2[CH:33]=[CH:32][CH:31]=[CH:30][CH:29]=2)[CH:10]=1.[Si](C=[N+]=[N-])(C)(C)[CH3:37]. (2) Given the product [Cl:1][C:2]1[CH:3]=[CH:4][C:5]([O:12][CH2:13][C:14]2[CH:19]=[CH:18][CH:17]=[CH:16][CH:15]=2)=[C:6]([CH2:8][C:9]2[S:11][CH:26]=[C:27]([C:28]([O:30][CH2:31][CH3:32])=[O:29])[N:10]=2)[CH:7]=1, predict the reactants needed to synthesize it. The reactants are: [Cl:1][C:2]1[CH:3]=[CH:4][C:5]([O:12][CH2:13][C:14]2[CH:19]=[CH:18][CH:17]=[CH:16][CH:15]=2)=[C:6]([CH2:8][C:9](=[S:11])[NH2:10])[CH:7]=1.C(=O)([O-])O.[K+].Br[CH2:26][C:27](=O)[C:28]([O:30][CH2:31][CH3:32])=[O:29].FC(F)(F)C(OC(=O)C(F)(F)F)=O.N1C=CC=CC=1. (3) Given the product [CH3:1][C:2]1[CH:8]=[CH:7][C:5]([NH:6][C:12](=[O:13])[O:14][C:15]([CH3:18])([CH3:17])[CH3:16])=[CH:4][C:3]=1[N+:9]([O-:11])=[O:10], predict the reactants needed to synthesize it. The reactants are: [CH3:1][C:2]1[CH:8]=[CH:7][C:5]([NH2:6])=[CH:4][C:3]=1[N+:9]([O-:11])=[O:10].[C:12](O[C:12]([O:14][C:15]([CH3:18])([CH3:17])[CH3:16])=[O:13])([O:14][C:15]([CH3:18])([CH3:17])[CH3:16])=[O:13]. (4) Given the product [F:1][C:2]1[CH:18]=[CH:17][CH:16]=[CH:15][C:3]=1[CH2:4][NH:5][C:6]1[C:11]([F:12])=[CH:10][N:9]=[C:8]([S:21]([CH3:30])(=[O:23])=[O:20])[N:7]=1, predict the reactants needed to synthesize it. The reactants are: [F:1][C:2]1[CH:18]=[CH:17][CH:16]=[CH:15][C:3]=1[CH2:4][NH:5][C:6]1[C:11]([F:12])=[CH:10][N:9]=[C:8](SC)[N:7]=1.O[O:20][S:21]([O-:23])=O.[K+].S(=O)(O)[O-].[Na+].[CH3:30]O.